From a dataset of Full USPTO retrosynthesis dataset with 1.9M reactions from patents (1976-2016). Predict the reactants needed to synthesize the given product. (1) Given the product [CH3:9][N:10]([CH2:11][CH2:12][C:13]1[CH:18]=[CH:17][CH:16]=[CH:15][CH:14]=1)[C:2]1[CH:7]=[CH:6][C:5]([OH:8])=[CH:4][CH:3]=1, predict the reactants needed to synthesize it. The reactants are: Br[C:2]1[CH:7]=[CH:6][C:5]([OH:8])=[CH:4][CH:3]=1.[CH3:9][NH:10][CH2:11][CH2:12][C:13]1[CH:18]=[CH:17][CH:16]=[CH:15][CH:14]=1.[Li+].C[Si]([N-][Si](C)(C)C)(C)C. (2) Given the product [NH2:23][C:9]1[N:8]=[CH:7][N:6]=[C:5]2[C:10]=1[N:11]=[C:12]([S:13][C:14]1[CH:19]=[C:18]([O:20][CH3:21])[CH:17]=[CH:16][C:15]=1[I:22])[N:4]2[CH2:3][CH2:2][NH:1][C:25](=[O:26])[CH3:24], predict the reactants needed to synthesize it. The reactants are: [NH2:1][CH2:2][CH2:3][N:4]1[C:12]([S:13][C:14]2[CH:19]=[C:18]([O:20][CH3:21])[CH:17]=[CH:16][C:15]=2[I:22])=[N:11][C:10]2[C:5]1=[N:6][CH:7]=[N:8][C:9]=2[NH2:23].[CH3:24][C:25](OC(C)=O)=[O:26]. (3) Given the product [CH:16]1[CH:15]=[CH:14][C:13](/[CH:12]=[CH:11]/[C:9](/[CH:8]=[CH:7]/[C:4]2[CH:5]=[CH:6][CH:1]=[CH:2][CH:3]=2)=[O:10])=[CH:18][CH:17]=1.[CH:34]1[CH:33]=[CH:32][C:31](/[CH:30]=[CH:29]/[C:27](/[CH:26]=[CH:25]/[C:22]2[CH:23]=[CH:24][CH:19]=[CH:20][CH:21]=2)=[O:28])=[CH:36][CH:35]=1.[CH:52]1[CH:51]=[CH:50][C:49](/[CH:48]=[CH:47]/[C:45](/[CH:44]=[CH:43]/[C:40]2[CH:41]=[CH:42][CH:37]=[CH:38][CH:39]=2)=[O:46])=[CH:54][CH:53]=1.[Pd:55].[Pd:55].[CH3:59][CH:58]([C:60]1[CH:65]=[C:64]([CH:66]([CH3:67])[CH3:68])[C:63]([C:69]2[CH:74]=[CH:73][CH:72]=[CH:71][C:70]=2[P:75]([CH:82]2[CH2:83][CH2:84][CH2:85][CH2:86][CH2:87]2)[CH:76]2[CH2:81][CH2:80][CH2:79][CH2:78][CH2:77]2)=[C:62]([CH:88]([CH3:90])[CH3:89])[CH:61]=1)[CH3:57], predict the reactants needed to synthesize it. The reactants are: [CH:1]1[CH:2]=[CH:3][C:4](/[CH:7]=[CH:8]/[C:9](/[CH:11]=[CH:12]/[C:13]2[CH:18]=[CH:17][CH:16]=[CH:15][CH:14]=2)=[O:10])=[CH:5][CH:6]=1.[CH:19]1[CH:20]=[CH:21][C:22](/[CH:25]=[CH:26]/[C:27](/[CH:29]=[CH:30]/[C:31]2[CH:36]=[CH:35][CH:34]=[CH:33][CH:32]=2)=[O:28])=[CH:23][CH:24]=1.[CH:37]1[CH:38]=[CH:39][C:40](/[CH:43]=[CH:44]/[C:45](/[CH:47]=[CH:48]/[C:49]2[CH:54]=[CH:53][CH:52]=[CH:51][CH:50]=2)=[O:46])=[CH:41][CH:42]=1.[Pd:55].[Pd].[CH3:57][CH:58]([C:60]1[CH:65]=[C:64]([CH:66]([CH3:68])[CH3:67])[C:63]([C:69]2[CH:74]=[CH:73][CH:72]=[CH:71][C:70]=2[P:75]([CH:82]2[CH2:87][CH2:86][CH2:85][CH2:84][CH2:83]2)[CH:76]2[CH2:81][CH2:80][CH2:79][CH2:78][CH2:77]2)=[C:62]([CH:88]([CH3:90])[CH3:89])[CH:61]=1)[CH3:59].CC([O-])(C)C.[Na+].N#N. (4) Given the product [Cl:1][C:2]1[N:3]=[CH:4][C:5](/[CH:8]=[CH:15]/[C:10]([O:12][CH2:13][CH3:14])=[O:11])=[N:6][CH:7]=1, predict the reactants needed to synthesize it. The reactants are: [Cl:1][C:2]1[N:3]=[CH:4][C:5]([CH2:8]O)=[N:6][CH:7]=1.[C:10]([CH:15]=P(C1C=CC=CC=1)(C1C=CC=CC=1)C1C=CC=CC=1)([O:12][CH2:13][CH3:14])=[O:11].